Predict which catalyst facilitates the given reaction. From a dataset of Catalyst prediction with 721,799 reactions and 888 catalyst types from USPTO. Reactant: [NH2:1][C:2]1[N:7]=[CH:6][N:5]=[C:4]2[N:8]([C:12]3[CH:13]=[C:14]([N:18]([CH3:23])[C:19](=[O:22])[CH:20]=[CH2:21])[CH:15]=[CH:16][CH:17]=3)[N:9]=[C:10](I)[C:3]=12.[Cl:24][C:25]1[CH:30]=[CH:29][C:28](B(O)O)=[CH:27][CH:26]=1. Product: [NH2:1][C:2]1[N:7]=[CH:6][N:5]=[C:4]2[N:8]([C:12]3[CH:13]=[C:14]([N:18]([CH3:23])[C:19](=[O:22])[CH:20]=[CH2:21])[CH:15]=[CH:16][CH:17]=3)[N:9]=[C:10]([C:28]3[CH:29]=[CH:30][C:25]([Cl:24])=[CH:26][CH:27]=3)[C:3]=12. The catalyst class is: 622.